This data is from Forward reaction prediction with 1.9M reactions from USPTO patents (1976-2016). The task is: Predict the product of the given reaction. (1) Given the reactants [NH2:1][C@@:2]([C:6]1[CH:15]=[CH:14][C:13]2[C:8](=[CH:9][CH:10]=[C:11]([O:20][CH:21]3[CH2:26][CH2:25][C:24]4([CH2:31][CH2:30][CH2:29][CH2:28][CH2:27]4)[CH2:23][CH2:22]3)[C:12]=2[C:16]([F:19])([F:18])[F:17])[CH:7]=1)([CH3:5])[CH2:3][OH:4].C(Cl)(Cl)Cl.C(=O)(O)[O-].[Na+].[C:41]([O:45][C:46](O[C:46]([O:45][C:41]([CH3:44])([CH3:43])[CH3:42])=[O:47])=[O:47])([CH3:44])([CH3:43])[CH3:42], predict the reaction product. The product is: [OH:4][CH2:3][C@:2]([NH:1][C:46](=[O:47])[O:45][C:41]([CH3:44])([CH3:43])[CH3:42])([C:6]1[CH:15]=[CH:14][C:13]2[C:8](=[CH:9][CH:10]=[C:11]([O:20][CH:21]3[CH2:26][CH2:25][C:24]4([CH2:31][CH2:30][CH2:29][CH2:28][CH2:27]4)[CH2:23][CH2:22]3)[C:12]=2[C:16]([F:18])([F:19])[F:17])[CH:7]=1)[CH3:5]. (2) Given the reactants [CH3:1][CH2:2][C:3]1[C:12]2[CH2:13][N:14]3[C:19](=[O:20])[C:18]4[CH2:21][O:22][C:23]([C@:25]([OH:28])([CH2:26][CH3:27])[C:17]=4[CH:16]=[C:15]3[C:11]=2[N:10]=[C:9]2[C:4]=1[CH:5]=[C:6]([O:29][C:30]([N:32]1[CH2:37][CH2:36][CH:35]([N:38]3[CH2:43][CH2:42][CH2:41][CH2:40][CH2:39]3)[CH2:34][CH2:33]1)=[O:31])[CH:7]=[CH:8]2)=[O:24].[ClH:44], predict the reaction product. The product is: [CH3:1][CH2:2][C:3]1[C:12]2[CH2:13][N:14]3[C:19](=[O:20])[C:18]4[CH2:21][O:22][C:23]([C@:25]([OH:28])([CH2:26][CH3:27])[C:17]=4[CH:16]=[C:15]3[C:11]=2[N:10]=[C:9]2[C:4]=1[CH:5]=[C:6]([O:29][C:30]([N:32]1[CH2:33][CH2:34][CH:35]([N:38]3[CH2:43][CH2:42][CH2:41][CH2:40][CH2:39]3)[CH2:36][CH2:37]1)=[O:31])[CH:7]=[CH:8]2)=[O:24].[OH2:20].[OH2:20].[OH2:20].[ClH:44]. (3) Given the reactants Cl.[NH2:2][CH2:3][C:4]([NH:6][C:7]1[CH:17]=[CH:16][C:10]([C:11]([O:13][CH2:14][CH3:15])=[O:12])=[CH:9][C:8]=1[O:18][CH3:19])=[O:5].C(N(CC)CC)C.[F:27][C:28]([F:35])([F:34])[C@H:29]([CH3:33])[CH2:30][CH:31]=O, predict the reaction product. The product is: [CH3:19][O:18][C:8]1[CH:9]=[C:10]([CH:16]=[CH:17][C:7]=1[NH:6][C:4](=[O:5])[CH2:3]/[N:2]=[CH:31]/[CH2:30][C@@H:29]([CH3:33])[C:28]([F:35])([F:34])[F:27])[C:11]([O:13][CH2:14][CH3:15])=[O:12]. (4) Given the reactants [CH2:1]([N:3]([C:8]1[N:13]2[N:14]=[C:15]([CH2:26][O:27]C)[C:16]([C:17]3[CH:22]=[CH:21][C:20]([O:23]C)=[CH:19][C:18]=3[CH3:25])=[C:12]2[N:11]=[C:10]2[CH2:29][CH2:30][CH2:31][C:9]=12)[CH2:4][CH2:5][CH2:6][CH3:7])[CH3:2].B(Br)(Br)Br.C(=O)(O)[O-].[Na+], predict the reaction product. The product is: [CH2:1]([N:3]([C:8]1[N:13]2[N:14]=[C:15]([CH2:26][OH:27])[C:16]([C:17]3[CH:22]=[CH:21][C:20]([OH:23])=[CH:19][C:18]=3[CH3:25])=[C:12]2[N:11]=[C:10]2[CH2:29][CH2:30][CH2:31][C:9]=12)[CH2:4][CH2:5][CH2:6][CH3:7])[CH3:2]. (5) Given the reactants [CH3:1][O:2][C:3]1[CH:8]=[CH:7][C:6]([C:9]([NH:22][CH2:23][CH2:24][CH2:25][CH2:26][CH2:27][C:28](OC2C(F)=C(F)C=C(F)C=2F)=[O:29])([C:16]2[CH:21]=CC=[CH:18][CH:17]=2)[C:10]2[CH:15]=[CH:14][CH:13]=[CH:12][CH:11]=2)=[CH:5][CH:4]=1.[CH:41]1[C:45]2=[C:46]3[C:50](=[CH:51][CH:52]=[C:44]2[NH:43][CH:42]=1)[NH:49][CH:48]([C:53]([O:55][CH3:56])=[O:54])[CH2:47]3.C(N(CC)CC)C, predict the reaction product. The product is: [CH3:1][O:2][C:3]1[CH:4]=[CH:5][C:6]([C:9]([NH:22][CH2:23][CH2:24][CH2:25][CH2:26][CH2:27][C:28]([N:43]2[C:44]3[C:45](=[C:46]4[C:50](=[CH:51][CH:52]=3)[NH:49][CH:48]([C:53]([O:55][CH3:56])=[O:54])[CH2:47]4)[CH:41]=[CH:42]2)=[O:29])([C:10]2[CH:15]=[CH:14][CH:13]=[CH:12][CH:11]=2)[C:16](=[CH2:21])[CH:17]=[CH2:18])=[CH:7][CH:8]=1.